From a dataset of Forward reaction prediction with 1.9M reactions from USPTO patents (1976-2016). Predict the product of the given reaction. (1) Given the reactants [F:1][C:2]([F:24])([F:23])[C:3]1[CH:4]=[C:5]([C:13]([N:15]2[CH2:20][CH2:19][CH2:18][CH:17]([CH2:21][OH:22])[CH2:16]2)=[O:14])[CH:6]=[C:7]([C:9]([F:12])([F:11])[F:10])[CH:8]=1.C(N(CC)C(C)C)(C)C.O, predict the reaction product. The product is: [F:12][C:9]([F:10])([F:11])[C:7]1[CH:6]=[C:5]([CH:4]=[C:3]([C:2]([F:24])([F:23])[F:1])[CH:8]=1)[C:13]([N:15]1[CH2:20][CH2:19][CH2:18][CH:17]([CH:21]=[O:22])[CH2:16]1)=[O:14]. (2) Given the reactants C(=O)([O-])[O-].[K+].[K+].Br[CH2:8][C:9]1[CH:10]=[C:11]([CH:16]=[CH:17][CH:18]=1)[C:12]([O:14]C)=O.[I:19][C:20]1[CH:25]=[CH:24][C:23]([OH:26])=[CH:22][CH:21]=1.[OH-].[Na+].[NH:29]1[CH2:36][CH2:35][CH2:34][C@H:30]1[C:31]([OH:33])=[O:32], predict the reaction product. The product is: [I:19][C:20]1[CH:25]=[CH:24][C:23]([O:26][CH2:8][C:9]2[CH:10]=[C:11]([CH:16]=[CH:17][CH:18]=2)[C:12]([N:29]2[CH2:36][CH2:35][CH2:34][C@H:30]2[C:31]([OH:33])=[O:32])=[O:14])=[CH:22][CH:21]=1. (3) Given the reactants [F:1][C:2]1[CH:7]=[C:6]([S:8]([CH3:11])(=[O:10])=[O:9])[CH:5]=[CH:4][C:3]=1[NH:12][C@H:13]1[CH2:17][CH2:16][N:15]([CH:18]2[CH2:23][CH2:22][N:21]([C:24](=[NH:27])[NH:25][OH:26])[CH2:20][CH2:19]2)[C:14]1=[O:28].[F:29][CH:30]([F:39])[C:31](O[C:31](=O)[CH:30]([F:39])[F:29])=O, predict the reaction product. The product is: [F:29][CH:30]([F:39])[C:31]1[O:26][N:25]=[C:24]([N:21]2[CH2:22][CH2:23][CH:18]([N:15]3[CH2:16][CH2:17][C@H:13]([NH:12][C:3]4[CH:4]=[CH:5][C:6]([S:8]([CH3:11])(=[O:10])=[O:9])=[CH:7][C:2]=4[F:1])[C:14]3=[O:28])[CH2:19][CH2:20]2)[N:27]=1. (4) Given the reactants [ClH:1].FC(F)(F)C1C=C(C=C(C(F)(F)F)C=1)COCC(C1C=CC=CC=1)[CH2:11][NH2:12].C(N(CC)CC)C.CCN=C=NCCCN(C)C.Cl.Cl.N[C:49]1[CH:82]=[CH:81][C:52]([C:53]([NH:55][CH2:56][CH:57]([C:75]2[CH:80]=[CH:79][CH:78]=[CH:77][CH:76]=2)[CH2:58][O:59][CH2:60][C:61]2[CH:66]=[C:65]([C:67]([F:70])([F:69])[F:68])[CH:64]=[C:63]([C:71]([F:74])([F:73])[F:72])[CH:62]=2)=[O:54])=[CH:51][CH:50]=1.Cl.O1CCOCC1, predict the reaction product. The product is: [ClH:1].[NH2:12][CH2:11][C:49]1[CH:50]=[CH:51][C:52]([C:53]([NH:55][CH2:56][CH:57]([C:75]2[CH:80]=[CH:79][CH:78]=[CH:77][CH:76]=2)[CH2:58][O:59][CH2:60][C:61]2[CH:66]=[C:65]([C:67]([F:70])([F:69])[F:68])[CH:64]=[C:63]([C:71]([F:74])([F:72])[F:73])[CH:62]=2)=[O:54])=[CH:81][CH:82]=1. (5) The product is: [NH2:34][C:30]1[CH:29]=[C:28]([CH:33]=[CH:32][CH:31]=1)[O:27][C:4]1[N:5]=[C:6]([NH:12][C:13]2[CH:14]=[CH:15][C:16]([CH2:19][N:20]3[CH2:21][CH2:22][N:23]([CH3:26])[CH2:24][CH2:25]3)=[CH:17][CH:18]=2)[C:7]([C:9]([NH2:11])=[O:10])=[N:8][C:3]=1[CH2:1][CH3:2]. Given the reactants [CH2:1]([C:3]1[N:8]=[C:7]([C:9]([NH2:11])=[O:10])[C:6]([NH:12][C:13]2[CH:18]=[CH:17][C:16]([CH2:19][N:20]3[CH2:25][CH2:24][N:23]([CH3:26])[CH2:22][CH2:21]3)=[CH:15][CH:14]=2)=[N:5][C:4]=1[O:27][C:28]1[CH:33]=[CH:32][CH:31]=[C:30]([N+:34]([O-])=O)[CH:29]=1)[CH3:2].O.NN, predict the reaction product. (6) Given the reactants [NH2:1][C:2]1[CH:3]=[C:4]([CH:7]=[CH:8][CH:9]=1)[CH2:5][NH2:6].[C:10](O[C:10]([O:12][C:13]([CH3:16])([CH3:15])[CH3:14])=[O:11])([O:12][C:13]([CH3:16])([CH3:15])[CH3:14])=[O:11].O, predict the reaction product. The product is: [NH2:6][CH2:5][C:4]1[CH:3]=[C:2]([NH:1][C:10](=[O:11])[O:12][C:13]([CH3:16])([CH3:15])[CH3:14])[CH:9]=[CH:8][CH:7]=1. (7) Given the reactants [CH2:1]([N:3]1[C:11]([C:12]2[CH:13]=[N:14][C:15]([CH3:18])=[N:16][CH:17]=2)=[N:10][C:9]2[C:4]1=[N:5][CH:6]=[N:7][C:8]=2[O:19][C@H:20]1[CH2:24][CH2:23][N:22](C(OC(C)(C)C)=O)[CH2:21]1)[CH3:2].C(O)(C(F)(F)F)=O.C(=O)([O-])O.[Na+], predict the reaction product. The product is: [CH2:1]([N:3]1[C:11]([C:12]2[CH:17]=[N:16][C:15]([CH3:18])=[N:14][CH:13]=2)=[N:10][C:9]2[C:4]1=[N:5][CH:6]=[N:7][C:8]=2[O:19][C@H:20]1[CH2:24][CH2:23][NH:22][CH2:21]1)[CH3:2].